This data is from Forward reaction prediction with 1.9M reactions from USPTO patents (1976-2016). The task is: Predict the product of the given reaction. (1) Given the reactants Cl[CH2:2][CH2:3][CH2:4][O:5][C:6]1[CH:11]=[CH:10][C:9]([C:12](=[S:14])[NH2:13])=[CH:8][CH:7]=1.C(=O)([O-])[O-].[K+].[K+].[I-].[Na+].[CH3:23][CH:24]1[CH2:28][CH2:27][CH2:26][NH:25]1, predict the reaction product. The product is: [CH3:23][CH:24]1[CH2:28][CH2:27][CH2:26][N:25]1[CH2:2][CH2:3][CH2:4][O:5][C:6]1[CH:11]=[CH:10][C:9]([C:12](=[S:14])[NH2:13])=[CH:8][CH:7]=1. (2) Given the reactants [CH3:1][CH:2]1[CH2:7][CH2:6][C:5]([CH3:9])([CH3:8])[C:4](/[CH:10]=[CH:11]/[C:12]([O:14]C)=[O:13])=[CH:3]1.[OH-].[Na+], predict the reaction product. The product is: [CH3:1][CH:2]1[CH2:7][CH2:6][C:5]([CH3:8])([CH3:9])[C:4](/[CH:10]=[CH:11]/[C:12]([OH:14])=[O:13])=[CH:3]1. (3) Given the reactants ClC1C=C([C:9]2[N:13]3[C:14]4[N:22]=[C:21]([O:23][CH3:24])[CH:20]=[CH:19][C:15]=4[N:16]=[C:17]([CH3:18])[C:12]3=[C:11]([CH3:25])[N:10]=2)C=C(Cl)C=1.[Cl:26][C:27]1[CH:32]=[CH:31][C:30]([F:33])=[CH:29][C:28]=1B(O)O, predict the reaction product. The product is: [Cl:26][C:27]1[CH:32]=[CH:31][C:30]([F:33])=[CH:29][C:28]=1[C:9]1[N:13]2[C:14]3[N:22]=[C:21]([O:23][CH3:24])[CH:20]=[CH:19][C:15]=3[N:16]=[C:17]([CH3:18])[C:12]2=[C:11]([CH3:25])[N:10]=1. (4) Given the reactants F[C:2]1[CH:7]=[CH:6][C:5]([N+:8]([O-:10])=[O:9])=[CH:4][CH:3]=1.C([O-])([O-])=O.[K+].[K+].[CH3:17][C@@H:18]1[CH2:23][NH:22][CH2:21][CH2:20][N:19]1[C:24]([O:26][C:27]([CH3:30])([CH3:29])[CH3:28])=[O:25], predict the reaction product. The product is: [CH3:17][C@@H:18]1[CH2:23][N:22]([C:2]2[CH:7]=[CH:6][C:5]([N+:8]([O-:10])=[O:9])=[CH:4][CH:3]=2)[CH2:21][CH2:20][N:19]1[C:24]([O:26][C:27]([CH3:28])([CH3:30])[CH3:29])=[O:25]. (5) Given the reactants [NH2:1][CH2:2][C@H:3]([C:9]1[C:14]2[O:15][CH2:16][C:17](=[O:19])[NH:18][C:13]=2[CH:12]=[CH:11][CH:10]=1)[O:4][Si](C)(C)C.[CH2:20]([O:27][C:28](=[O:54])[N:29]([CH2:40][CH2:41][C:42]([N:44]([CH:48]1[CH2:53][CH2:52][CH2:51][CH2:50][CH2:49]1)[CH2:45][CH:46]=O)=[O:43])[CH2:30][CH2:31][C:32]1[CH:37]=[CH:36][C:35]([Cl:38])=[C:34]([Cl:39])[CH:33]=1)[C:21]1[CH:26]=[CH:25][CH:24]=[CH:23][CH:22]=1.S([O-])([O-])(=O)=O.[Mg+2].C(O)(=O)C.C(O[BH-](OC(=O)C)OC(=O)C)(=O)C.[Na+], predict the reaction product. The product is: [CH:48]1([N:44]([CH2:45][CH2:46][NH:1][CH2:2][C@@H:3]([OH:4])[C:9]2[C:14]3[O:15][CH2:16][C:17](=[O:19])[NH:18][C:13]=3[CH:12]=[CH:11][CH:10]=2)[C:42](=[O:43])[CH2:41][CH2:40][N:29]([CH2:30][CH2:31][C:32]2[CH:37]=[CH:36][C:35]([Cl:38])=[C:34]([Cl:39])[CH:33]=2)[C:28](=[O:54])[O:27][CH2:20][C:21]2[CH:26]=[CH:25][CH:24]=[CH:23][CH:22]=2)[CH2:49][CH2:50][CH2:51][CH2:52][CH2:53]1. (6) Given the reactants C([O:5][C:6](=[O:18])[CH2:7][CH:8]([NH:11][C:12]([O:14][CH2:15][CH:16]=[CH2:17])=[O:13])[CH2:9][OH:10])(C)(C)C, predict the reaction product. The product is: [CH2:15]([O:14][C:12](=[O:13])[NH:11][CH:8]1[CH2:7][C:6](=[O:5])[O:18][CH:9]1[O:10][CH2:6][CH2:7][CH2:8][CH3:9])[CH:16]=[CH2:17].